This data is from Retrosynthesis with 50K atom-mapped reactions and 10 reaction types from USPTO. The task is: Predict the reactants needed to synthesize the given product. (1) Given the product CC(C)N(C(=O)c1ccc(OCCCCCOc2ccc(C(N)=NO)cc2)c(O)c1)C(C)C, predict the reactants needed to synthesize it. The reactants are: COc1cc(C(=O)N(C(C)C)C(C)C)ccc1OCCCCCOc1ccc(C(N)=NO)cc1. (2) Given the product O=Cc1cccc(OCCCBr)c1Br, predict the reactants needed to synthesize it. The reactants are: BrCCCBr.O=Cc1cccc(O)c1Br. (3) Given the product C=C1C[C@H](C(=O)O)[C@@H](C(=O)OCC)C1, predict the reactants needed to synthesize it. The reactants are: C=C1C[C@H](C(=O)OCC)[C@@H](C(=O)OCC)C1. (4) Given the product COCCCCNc1c(N)cccc1F, predict the reactants needed to synthesize it. The reactants are: COCCCCNc1c(F)cccc1[N+](=O)[O-]. (5) Given the product O=C(/C=C/C(F)(F)F)NCCNc1noc(C2CC2)n1, predict the reactants needed to synthesize it. The reactants are: NCCNc1noc(C2CC2)n1.O=C(O)/C=C/C(F)(F)F. (6) Given the product C#CCOc1nc(Cl)cnc1NS(=O)(=O)c1cccc(Cl)c1Cl, predict the reactants needed to synthesize it. The reactants are: C#CCO.O=S(=O)(Nc1ncc(Cl)nc1Cl)c1cccc(Cl)c1Cl.